Dataset: Forward reaction prediction with 1.9M reactions from USPTO patents (1976-2016). Task: Predict the product of the given reaction. (1) The product is: [Cl:1][C:2]1[CH:3]=[CH:4][C:5]([C:6]23[CH2:8][CH2:9][C:10](=[O:12])[N:17]2[CH2:16][CH2:15][NH:18]3)=[CH:13][CH:14]=1. Given the reactants [Cl:1][C:2]1[CH:14]=[CH:13][C:5]([C:6]([CH2:8][CH2:9][C:10]([OH:12])=O)=O)=[CH:4][CH:3]=1.[CH2:15]([NH2:18])[CH2:16][NH2:17], predict the reaction product. (2) Given the reactants [CH3:1][C:2]1[C:3]([CH2:8][N:9]([CH2:16][C:17]2[C:22]([CH3:23])=[CH:21][CH:20]=[CH:19][N:18]=2)[CH:10]2[CH2:15][CH2:14][NH:13][CH2:12][CH2:11]2)=[N:4][CH:5]=[CH:6][CH:7]=1.[C:24]1([N:30]=[C:31]=[O:32])[CH:29]=[CH:28][CH:27]=[CH:26][CH:25]=1, predict the reaction product. The product is: [C:24]1([NH:30][C:31]([N:13]2[CH2:14][CH2:15][CH:10]([N:9]([CH2:16][C:17]3[C:22]([CH3:23])=[CH:21][CH:20]=[CH:19][N:18]=3)[CH2:8][C:3]3[C:2]([CH3:1])=[CH:7][CH:6]=[CH:5][N:4]=3)[CH2:11][CH2:12]2)=[O:32])[CH:29]=[CH:28][CH:27]=[CH:26][CH:25]=1. (3) Given the reactants [Br:1][C:2]1[C:6]2[CH2:7][N:8]([C:11]([O:13][C:14]([CH3:17])([CH3:16])[CH3:15])=[O:12])[CH2:9][CH2:10][C:5]=2[NH:4][N:3]=1.C([O-])([O-])=O.[Cs+].[Cs+].CS(O[CH:29]1[CH2:34][CH2:33][S:32][CH2:31][CH2:30]1)(=O)=O, predict the reaction product. The product is: [Br:1][C:2]1[C:6]2[CH2:7][N:8]([C:11]([O:13][C:14]([CH3:17])([CH3:16])[CH3:15])=[O:12])[CH2:9][CH2:10][C:5]=2[N:4]([CH:29]2[CH2:34][CH2:33][S:32][CH2:31][CH2:30]2)[N:3]=1. (4) Given the reactants [CH:1]([N:4]1[CH2:9][CH2:8][CH:7]([NH:10][C:11]([C:13]2[NH:26][C:16]3=[CH:17][N:18]=[C:19]([O:21][CH2:22][CH2:23][O:24][CH3:25])[CH:20]=[C:15]3[CH:14]=2)=[O:12])[CH2:6][CH2:5]1)([CH3:3])[CH3:2].CN(C=O)C.Br[CH2:33][C:34]([NH:36][C:37]1[CH:42]=[CH:41][C:40]([Cl:43])=[CH:39][N:38]=1)=[O:35].Cl, predict the reaction product. The product is: [CH:1]([N:4]1[CH2:5][CH2:6][CH:7]([NH:10][C:11]([C:13]2[N:26]([CH2:33][C:34](=[O:35])[NH:36][C:37]3[CH:42]=[CH:41][C:40]([Cl:43])=[CH:39][N:38]=3)[C:16]3=[CH:17][N:18]=[C:19]([O:21][CH2:22][CH2:23][O:24][CH3:25])[CH:20]=[C:15]3[CH:14]=2)=[O:12])[CH2:8][CH2:9]1)([CH3:3])[CH3:2]. (5) Given the reactants [F:1][C:2]1[CH:9]=[CH:8][CH:7]=[C:6]([F:10])[C:3]=1[CH2:4]Br.[I-].[Na+].[N-:13]=[N+:14]=[N-:15].[Na+], predict the reaction product. The product is: [F:1][C:2]1[CH:9]=[CH:8][CH:7]=[C:6]([F:10])[C:3]=1[CH2:4][N:13]=[N+:14]=[N-:15]. (6) Given the reactants [O:1]1[CH2:6][CH2:5][CH2:4][O:3][CH:2]1[C:7]1[CH:8]=[C:9]([CH:11]=[CH:12][CH:13]=1)[NH2:10].C[Al](C)C.[F:18][C:19]1[CH:24]=[CH:23][C:22]([C:25]2[CH:30]=[CH:29][CH:28]=[CH:27][CH:26]=2)=[CH:21][C:20]=1[C:31]#[N:32], predict the reaction product. The product is: [O:1]1[CH2:6][CH2:5][CH2:4][O:3][CH:2]1[C:7]1[CH:8]=[C:9]([NH:10][C:31]([C:20]2[CH:21]=[C:22]([C:25]3[CH:26]=[CH:27][CH:28]=[CH:29][CH:30]=3)[CH:23]=[CH:24][C:19]=2[F:18])=[NH:32])[CH:11]=[CH:12][CH:13]=1. (7) Given the reactants [OH:1][C:2]([C:4]([F:7])([F:6])[F:5])=[O:3].[F:8][C:9]1[CH:10]=[C:11]([CH:14]=[CH:15][C:16]=1[O:17][CH:18]1[CH2:23][CH2:22][N:21]([C:24]2[N:29]=[C:28]3[CH2:30][NH:31][CH2:32][CH2:33][C:27]3=[N:26][C:25]=2[NH:34][CH:35]([CH3:37])[CH3:36])[CH2:20][CH2:19]1)[C:12]#[N:13].C(N(CC)CC)C.[CH:45]1([C:48](Cl)=[O:49])[CH2:47][CH2:46]1, predict the reaction product. The product is: [CH:45]1([C:48]([N:31]2[CH2:32][CH2:33][C:27]3[C:28](=[N:29][C:24]([N:21]4[CH2:20][CH2:19][CH:18]([O:17][C:16]5[CH:15]=[CH:14][C:11]([C:12]#[N:13])=[CH:10][C:9]=5[F:8])[CH2:23][CH2:22]4)=[C:25]([NH:34][CH:35]([CH3:37])[CH3:36])[N:26]=3)[CH2:30]2)=[O:49])[CH2:47][CH2:46]1.[C:2]([OH:3])([C:4]([F:7])([F:6])[F:5])=[O:1].